Dataset: Reaction yield outcomes from USPTO patents with 853,638 reactions. Task: Predict the reaction yield, written as a fraction of the theoretical maximum amount of product (1.0 means a 100% yield; for example, 0.34 means a 34% yield). (1) The reactants are C([O:3][C:4]([C:6]1[N:7]([CH2:16][CH3:17])[N:8]=[CH:9][C:10]=1[C:11]([O:13][CH2:14][CH3:15])=[O:12])=[O:5])C.[OH-].[Na+]. No catalyst specified. The product is [CH2:14]([O:13][C:11]([C:10]1[CH:9]=[N:8][N:7]([CH2:16][CH3:17])[C:6]=1[C:4]([OH:5])=[O:3])=[O:12])[CH3:15]. The yield is 0.810. (2) The reactants are [NH2:1][C:2]1[N:3]=[CH:4][C:5]([C:21]2[CH:31]=[CH:30][C:24]([C:25]([N:27]([CH3:29])[CH3:28])=[O:26])=[CH:23][CH:22]=2)=[N:6][C:7]=1[C:8]1[O:9][C:10]([C:13]2[CH:18]=[CH:17][C:16]([CH2:19]Br)=[CH:15][CH:14]=2)=[N:11][N:12]=1.[C:32]([O-:35])(=[O:34])[CH3:33].[K+].Cl. The catalyst is CN(C=O)C. The product is [C:32]([O:35][CH2:19][C:16]1[CH:17]=[CH:18][C:13]([C:10]2[O:9][C:8]([C:7]3[C:2]([NH2:1])=[N:3][CH:4]=[C:5]([C:21]4[CH:22]=[CH:23][C:24]([C:25](=[O:26])[N:27]([CH3:29])[CH3:28])=[CH:30][CH:31]=4)[N:6]=3)=[N:12][N:11]=2)=[CH:14][CH:15]=1)(=[O:34])[CH3:33]. The yield is 0.740. (3) The reactants are [NH2:1][C@@H:2]([CH2:9][S:10][C:11]1[CH:16]=[CH:15][CH:14]=[CH:13][CH:12]=1)[CH2:3][C:4]([N:6]([CH3:8])[CH3:7])=O.CO.Cl. The catalyst is C1COCC1. The product is [NH2:1][C@@H:2]([CH2:9][S:10][C:11]1[CH:12]=[CH:13][CH:14]=[CH:15][CH:16]=1)[CH2:3][CH2:4][N:6]([CH3:8])[CH3:7]. The yield is 0.550.